Dataset: NCI-60 drug combinations with 297,098 pairs across 59 cell lines. Task: Regression. Given two drug SMILES strings and cell line genomic features, predict the synergy score measuring deviation from expected non-interaction effect. (1) Drug 1: C1CCC(C1)C(CC#N)N2C=C(C=N2)C3=C4C=CNC4=NC=N3. Drug 2: CC12CCC3C(C1CCC2OP(=O)(O)O)CCC4=C3C=CC(=C4)OC(=O)N(CCCl)CCCl.[Na+]. Cell line: UACC-257. Synergy scores: CSS=-4.30, Synergy_ZIP=-3.41, Synergy_Bliss=-9.77, Synergy_Loewe=-14.3, Synergy_HSA=-12.3. (2) Drug 1: CC1=C(C=C(C=C1)C(=O)NC2=CC(=CC(=C2)C(F)(F)F)N3C=C(N=C3)C)NC4=NC=CC(=N4)C5=CN=CC=C5. Drug 2: CCCCCOC(=O)NC1=NC(=O)N(C=C1F)C2C(C(C(O2)C)O)O. Cell line: NCI/ADR-RES. Synergy scores: CSS=-3.98, Synergy_ZIP=5.69, Synergy_Bliss=3.14, Synergy_Loewe=-4.05, Synergy_HSA=-6.13. (3) Drug 1: CC(CN1CC(=O)NC(=O)C1)N2CC(=O)NC(=O)C2. Drug 2: C(=O)(N)NO. Cell line: OVCAR-5. Synergy scores: CSS=23.6, Synergy_ZIP=-3.61, Synergy_Bliss=3.73, Synergy_Loewe=-11.3, Synergy_HSA=2.34. (4) Cell line: UACC-257. Drug 1: CCC1=CC2CC(C3=C(CN(C2)C1)C4=CC=CC=C4N3)(C5=C(C=C6C(=C5)C78CCN9C7C(C=CC9)(C(C(C8N6C)(C(=O)OC)O)OC(=O)C)CC)OC)C(=O)OC.C(C(C(=O)O)O)(C(=O)O)O. Drug 2: CC1=CC=C(C=C1)C2=CC(=NN2C3=CC=C(C=C3)S(=O)(=O)N)C(F)(F)F. Synergy scores: CSS=39.2, Synergy_ZIP=1.20, Synergy_Bliss=6.36, Synergy_Loewe=-12.1, Synergy_HSA=6.41. (5) Drug 1: CC(C1=C(C=CC(=C1Cl)F)Cl)OC2=C(N=CC(=C2)C3=CN(N=C3)C4CCNCC4)N. Drug 2: C1=CC(=CC=C1CC(C(=O)O)N)N(CCCl)CCCl.Cl. Cell line: BT-549. Synergy scores: CSS=14.9, Synergy_ZIP=-1.97, Synergy_Bliss=1.89, Synergy_Loewe=-2.83, Synergy_HSA=-2.46.